From a dataset of Forward reaction prediction with 1.9M reactions from USPTO patents (1976-2016). Predict the product of the given reaction. (1) Given the reactants [CH3:1][C:2]1[CH:7]=[CH:6][C:5]([NH2:8])=[C:4]([NH2:9])[CH:3]=1.[Cl:10][C:11]1[CH:12]=C[CH:14]=[C:15]2NC(=O)OC(=O)[C:16]=12.[C:23]([OH:26])(=O)[CH3:24], predict the reaction product. The product is: [Cl:10][C:11]1[CH:16]=[CH:15][C:14]2[NH:8][C:5]3[CH:6]=[CH:7][C:2]([CH3:1])=[CH:3][C:4]=3[NH:9][C:23](=[O:26])[C:24]=2[CH:12]=1. (2) Given the reactants Cl.Cl.[CH3:3][N:4]1[C:12]2[C:7](=[N:8][C:9]([C@@H:19]([NH2:21])[CH3:20])=[C:10]([C:13]3[C:14]([CH3:18])=[N:15][NH:16][CH:17]=3)[CH:11]=2)[CH:6]=[CH:5]1.Cl[C:23]1[C:28]([C:29]#[N:30])=[C:27]([CH3:31])[N:26]=[C:25]([S:32][CH3:33])[N:24]=1.C(N(C(C)C)C(C)C)C, predict the reaction product. The product is: [CH3:31][C:27]1[C:28]([C:29]#[N:30])=[C:23]([NH:21][C@H:19]([C:9]2[N:8]=[C:7]3[CH:6]=[CH:5][N:4]([CH3:3])[C:12]3=[CH:11][C:10]=2[C:13]2[C:14]([CH3:18])=[N:15][NH:16][CH:17]=2)[CH3:20])[N:24]=[C:25]([S:32][CH3:33])[N:26]=1. (3) Given the reactants [F:1][C:2]([F:27])([F:26])[C:3]1[CH:4]=[CH:5][C:6]([O:9][C:10]2[CH:15]=[CH:14][C:13]([O:16][C:17]([N:19]3[CH2:24][CH2:23][CH:22]([OH:25])[CH2:21][CH2:20]3)=[O:18])=[CH:12][CH:11]=2)=[N:7][CH:8]=1.[CH3:28][C:29]1[CH:30]=[CH:31][C:32]([CH2:35][C:36]2[CH:41]=[CH:40][C:39](O)=[CH:38][CH:37]=2)=[N:33][CH:34]=1.C(OCC)(=O)C.Cl, predict the reaction product. The product is: [F:27][C:2]([F:1])([F:26])[C:3]1[CH:4]=[CH:5][C:6]([O:9][C:10]2[CH:11]=[CH:12][C:13]([O:16][C:17]([N:19]3[CH2:20][CH2:21][CH:22]([O:25][C:39]4[CH:38]=[CH:37][C:36]([CH2:35][C:32]5[CH:31]=[CH:30][C:29]([CH3:28])=[CH:34][N:33]=5)=[CH:41][CH:40]=4)[CH2:23][CH2:24]3)=[O:18])=[CH:14][CH:15]=2)=[N:7][CH:8]=1. (4) Given the reactants [CH:1]([O:4][C:5]1[CH:6]=[CH:7][C:8]([CH3:12])=[C:9]([OH:11])[CH:10]=1)([CH3:3])[CH3:2].Br[C:14]1[S:15][CH:16]=[C:17]([C:19]([NH:21][C:22]2[C:23]([O:44][CH3:45])=[N:24][C:25]([NH:30][CH2:31][CH2:32][N:33]([CH:41]([CH3:43])[CH3:42])[C:34](=[O:40])[O:35][C:36]([CH3:39])([CH3:38])[CH3:37])=[N:26][C:27]=2[O:28][CH3:29])=[O:20])[N:18]=1.C(C1C=C(C=CC=1)OC1OC=C(C(OCC)=O)N=1)(C)(C)C, predict the reaction product. The product is: [CH:1]([O:4][C:5]1[CH:6]=[CH:7][C:8]([CH3:12])=[C:9]([CH:10]=1)[O:11][C:14]1[S:15][CH:16]=[C:17]([C:19]([NH:21][C:22]2[C:23]([O:44][CH3:45])=[N:24][C:25]([NH:30][CH2:31][CH2:32][N:33]([CH:41]([CH3:42])[CH3:43])[C:34](=[O:40])[O:35][C:36]([CH3:38])([CH3:39])[CH3:37])=[N:26][C:27]=2[O:28][CH3:29])=[O:20])[N:18]=1)([CH3:3])[CH3:2]. (5) Given the reactants O.[OH-].[Li+].[CH3:4][CH:5]([CH3:43])[CH:6]([C:23]1[CH:28]=[CH:27][C:26]([CH2:29][N:30]2[C:35](=[O:36])[CH2:34][O:33][C:32]([C:37]3[CH:42]=[CH:41][CH:40]=[CH:39][CH:38]=3)=[N:31]2)=[CH:25][CH:24]=1)[C:7]([NH:9][C:10]1[CH:18]=[CH:17][CH:16]=[C:15]2[C:11]=1[CH2:12][CH:13]([C:19]([O:21]C)=[O:20])[CH2:14]2)=[O:8].Cl, predict the reaction product. The product is: [CH3:4][CH:5]([CH3:43])[CH:6]([C:23]1[CH:28]=[CH:27][C:26]([CH2:29][N:30]2[C:35](=[O:36])[CH2:34][O:33][C:32]([C:37]3[CH:38]=[CH:39][CH:40]=[CH:41][CH:42]=3)=[N:31]2)=[CH:25][CH:24]=1)[C:7]([NH:9][C:10]1[CH:18]=[CH:17][CH:16]=[C:15]2[C:11]=1[CH2:12][CH:13]([C:19]([OH:21])=[O:20])[CH2:14]2)=[O:8]. (6) Given the reactants [C:1]([O:5][C:6]([N:8]1[CH2:13][C@@H:12]([N:14]([C:19]([C:21]2[C:22]([NH:31][CH2:32][CH2:33][CH2:34][O:35][CH3:36])=[N:23][C:24]([C:27]([CH3:30])([CH3:29])[CH3:28])=[N:25][CH:26]=2)=[O:20])[CH2:15][CH:16]([CH3:18])[CH3:17])[CH2:11][C@@H:10]([C:37]([OH:39])=O)[CH2:9]1)=[O:7])([CH3:4])([CH3:3])[CH3:2].CCN=C=NCCCN(C)C.Cl.[CH:52]1[CH:53]=[CH:54]C2N(O)N=[N:58][C:56]=2[CH:57]=1.C(N(C(C)C)CC)(C)C.[C:71](=O)([O-])[OH:72].[Na+], predict the reaction product. The product is: [C:27]([C:24]1[N:23]=[C:22]([NH:31][CH2:32][CH2:33][CH2:34][O:35][CH3:36])[C:21]([C:19]([N:14]([CH2:15][CH:16]([CH3:17])[CH3:18])[C@H:12]2[CH2:11][C@@H:10]([C:37]([N:58]3[CH2:54][CH2:53][CH:52]([O:72][CH3:71])[CH2:57][CH2:56]3)=[O:39])[CH2:9][N:8]([C:6]([O:5][C:1]([CH3:3])([CH3:4])[CH3:2])=[O:7])[CH2:13]2)=[O:20])=[CH:26][N:25]=1)([CH3:30])([CH3:28])[CH3:29]. (7) The product is: [C:14]([O:6][CH:4]([CH2:3][CH:2]([O:7][C:27](=[O:23])[C:26]1[CH:11]=[CH:10][CH:9]=[CH:24][CH:25]=1)[CH3:1])[CH3:5])(=[O:21])[C:15]1[CH:20]=[CH:19][CH:18]=[CH:17][CH:16]=1. Given the reactants [CH3:1][CH:2]([OH:7])[CH2:3][CH:4]([OH:6])[CH3:5].N1C=C[CH:11]=[CH:10][CH:9]=1.[C:14](Cl)(=[O:21])[C:15]1[CH:20]=[CH:19][CH:18]=[CH:17][CH:16]=1.[O:23]1[CH2:27][CH2:26][CH2:25][CH2:24]1, predict the reaction product.